Task: Regression. Given two drug SMILES strings and cell line genomic features, predict the synergy score measuring deviation from expected non-interaction effect.. Dataset: NCI-60 drug combinations with 297,098 pairs across 59 cell lines (1) Drug 1: COC1=NC(=NC2=C1N=CN2C3C(C(C(O3)CO)O)O)N. Drug 2: C1CNP(=O)(OC1)N(CCCl)CCCl. Cell line: SNB-19. Synergy scores: CSS=-4.31, Synergy_ZIP=2.95, Synergy_Bliss=2.70, Synergy_Loewe=-4.33, Synergy_HSA=-3.83. (2) Drug 1: CN(CC1=CN=C2C(=N1)C(=NC(=N2)N)N)C3=CC=C(C=C3)C(=O)NC(CCC(=O)O)C(=O)O. Drug 2: C(CN)CNCCSP(=O)(O)O. Cell line: EKVX. Synergy scores: CSS=3.84, Synergy_ZIP=0.758, Synergy_Bliss=0.581, Synergy_Loewe=4.51, Synergy_HSA=-2.05.